This data is from Reaction yield outcomes from USPTO patents with 853,638 reactions. The task is: Predict the reaction yield, written as a fraction of the theoretical maximum amount of product (1.0 means a 100% yield; for example, 0.34 means a 34% yield). (1) The reactants are [Cl:1][C:2]1[CH:10]=[C:9]2[C:5]([C:6]([C:14](=[O:19])C(F)(F)F)=[CH:7][N:8]2[CH:11]([CH3:13])[CH3:12])=[CH:4][CH:3]=1.[OH-:20].[Na+].Cl. No catalyst specified. The product is [Cl:1][C:2]1[CH:10]=[C:9]2[C:5]([C:6]([C:14]([OH:19])=[O:20])=[CH:7][N:8]2[CH:11]([CH3:12])[CH3:13])=[CH:4][CH:3]=1. The yield is 0.990. (2) The reactants are [Si]([O:8][C@H:9]1[CH2:14][CH2:13][C@H:12]([N:15]2[C:20](=[O:21])[C:19]([CH2:22][C:23]3[CH:28]=[CH:27][C:26]([C:29]4[C:30]([C:35]#[N:36])=[CH:31][CH:32]=[CH:33][CH:34]=4)=[CH:25][CH:24]=3)=[C:18]([CH2:37][CH2:38][CH3:39])[N:17]3[N:40]=[CH:41][C:42]([F:43])=[C:16]23)[CH2:11][CH2:10]1)(C(C)(C)C)(C)C.[F-].C([N+](CCCC)(CCCC)CCCC)CCC.[C:62]([O:65][CH2:66][CH3:67])(=[O:64])[CH3:63].[Cl-].[NH4+]. The catalyst is O1CCCC1. The product is [C:35]([C:30]1[CH:31]=[CH:32][CH:33]=[CH:34][C:29]=1[C:26]1[CH:27]=[CH:28][C:23]([CH2:22][C:19]2[C:20](=[O:21])[N:15]([C@H:12]3[CH2:11][CH2:10][C@H:9]([O:8][CH2:63][C:62]([O:65][CH2:66][CH3:67])=[O:64])[CH2:14][CH2:13]3)[C:16]3[N:17]([N:40]=[CH:41][C:42]=3[F:43])[C:18]=2[CH2:37][CH2:38][CH3:39])=[CH:24][CH:25]=1)#[N:36]. The yield is 0.420. (3) The reactants are C([O:4][C:5]1[CH:10]=[CH:9][C:8]([Cl:11])=[CH:7][C:6]=1[Br:12])C=C.C(N(CC)[C:16]1[CH:21]=CC=C[CH:17]=1)C. No catalyst specified. The product is [CH2:21]([C:10]1[CH:9]=[C:8]([Cl:11])[CH:7]=[C:6]([Br:12])[C:5]=1[OH:4])[CH:16]=[CH2:17]. The yield is 0.770. (4) The reactants are [C:1]([O:4][CH:5]([C:30]1[S:31][CH:32]=[C:33]([C:35]([NH:37][CH:38]([CH2:45][C:46]2[CH:51]=[CH:50][CH:49]=[CH:48][CH:47]=2)[CH2:39][CH:40]([CH3:44])[C:41]([OH:43])=[O:42])=[O:36])[N:34]=1)[CH2:6][CH:7]([N:11]([C:20](=[O:29])[CH:21]([N:26]=[N+]=[N-])[CH:22]([CH3:25])[CH2:23][CH3:24])[CH2:12][O:13][C:14](=[O:19])[CH2:15][CH:16]([CH3:18])[CH3:17])[CH:8]([CH3:10])[CH3:9])(=[O:3])[CH3:2].FC1C([O:59][C:60](=O)[CH2:61][N:62]([CH3:64])[CH3:63])=C(F)C(F)=C(F)C=1F. The catalyst is CCOC(C)=O.[Pd]. The product is [C:1]([O:4][CH:5]([C:30]1[S:31][CH:32]=[C:33]([C:35]([NH:37][CH:38]([CH2:45][C:46]2[CH:51]=[CH:50][CH:49]=[CH:48][CH:47]=2)[CH2:39][CH:40]([CH3:44])[C:41]([OH:43])=[O:42])=[O:36])[N:34]=1)[CH2:6][CH:7]([N:11]([C:20](=[O:29])[CH:21]([NH:26][C:60](=[O:59])[CH2:61][N:62]([CH3:64])[CH3:63])[CH:22]([CH3:25])[CH2:23][CH3:24])[CH2:12][O:13][C:14](=[O:19])[CH2:15][CH:16]([CH3:18])[CH3:17])[CH:8]([CH3:10])[CH3:9])(=[O:3])[CH3:2]. The yield is 0.480. (5) The reactants are [CH2:1]([C-:3]1[CH:7]=[CH:6][CH:5]=[CH:4]1)[CH3:2].[C:8]([C-:10]1[CH:14]=[CH:13][CH:12]=[CH:11]1)#[CH:9].[Fe+2:15].[I:16][C:17]1[CH:22]=[CH:21][C:20](I)=[CH:19][CH:18]=1. The catalyst is C1COCC1.CCN(CC)CC.Cl[Pd](Cl)([P](C1C=CC=CC=1)(C1C=CC=CC=1)C1C=CC=CC=1)[P](C1C=CC=CC=1)(C1C=CC=CC=1)C1C=CC=CC=1.[Cu]I. The product is [CH2:1]([C-:3]1[CH:7]=[CH:6][CH:5]=[CH:4]1)[CH3:2].[I:16][C:17]1[CH:22]=[CH:21][C:20]([C:9]#[C:8][C-:10]2[CH:14]=[CH:13][CH:12]=[CH:11]2)=[CH:19][CH:18]=1.[Fe+2:15]. The yield is 0.950. (6) The reactants are [C:1]([N:4]1[C:13]2[C:8](=[CH:9][C:10]([C:14]([O:16][CH2:17][CH3:18])=[O:15])=[CH:11][CH:12]=2)[C@@H:7]([OH:19])[CH2:6][C@@H:5]1[CH3:20])(=[O:3])[CH3:2].[N+:21]([C:24]1[CH:29]=[CH:28][C:27](O)=[CH:26][CH:25]=1)([O-:23])=[O:22]. No catalyst specified. The product is [C:1]([N:4]1[C:13]2[C:8](=[CH:9][C:10]([C:14]([O:16][CH2:17][CH3:18])=[O:15])=[CH:11][CH:12]=2)[C@H:7]([O:19][C:27]2[CH:28]=[CH:29][C:24]([N+:21]([O-:23])=[O:22])=[CH:25][CH:26]=2)[CH2:6][C@@H:5]1[CH3:20])(=[O:3])[CH3:2]. The yield is 0.574.